Task: Predict the product of the given reaction.. Dataset: Forward reaction prediction with 1.9M reactions from USPTO patents (1976-2016) Given the reactants [OH:1][C@@H:2]1[CH2:7][CH2:6][CH2:5][N:4]([C:8]([O:10][C:11]([CH3:14])([CH3:13])[CH3:12])=[O:9])[CH2:3]1.[H-].[Na+].Cl[C:18]1[N:23]=[C:22]([C:24]2[C:32]3[C:27](=[CH:28][N:29]=[C:30]([C:33]4[CH:34]=[N:35][N:36]([CH3:38])[CH:37]=4)[CH:31]=3)[N:26]([CH:39]3[CH2:44][CH2:43][CH2:42][CH2:41][O:40]3)[N:25]=2)[CH:21]=[CH:20][CH:19]=1, predict the reaction product. The product is: [CH3:38][N:36]1[CH:37]=[C:33]([C:30]2[CH:31]=[C:32]3[C:24]([C:22]4[N:23]=[C:18]([O:1][C@@H:2]5[CH2:7][CH2:6][CH2:5][N:4]([C:8]([O:10][C:11]([CH3:14])([CH3:13])[CH3:12])=[O:9])[CH2:3]5)[CH:19]=[CH:20][CH:21]=4)=[N:25][N:26]([CH:39]4[CH2:44][CH2:43][CH2:42][CH2:41][O:40]4)[C:27]3=[CH:28][N:29]=2)[CH:34]=[N:35]1.